Dataset: Full USPTO retrosynthesis dataset with 1.9M reactions from patents (1976-2016). Task: Predict the reactants needed to synthesize the given product. (1) Given the product [C:10]([C:12]1[CH:13]=[CH:14][C:15]([C:16]([CH2:18][NH:19][CH2:20][CH2:21][N:22]2[CH2:27][CH2:26][CH:25]([O:28][C:29](=[O:43])[NH:30][C:31]3[CH:36]=[CH:35][CH:34]=[CH:33][C:32]=3[C:37]3[CH:38]=[CH:39][CH:40]=[CH:41][CH:42]=3)[CH2:24][CH2:23]2)=[O:17])=[CH:44][CH:45]=1)(=[O:11])[NH2:1], predict the reactants needed to synthesize it. The reactants are: [NH:1]1CCC(C(N)=O)CC1.[CH:10]([C:12]1[CH:45]=[CH:44][C:15]([C:16]([CH2:18][NH:19][CH2:20][CH2:21][N:22]2[CH2:27][CH2:26][CH:25]([O:28][C:29](=[O:43])[NH:30][C:31]3[CH:36]=[CH:35][CH:34]=[CH:33][C:32]=3[C:37]3[CH:42]=[CH:41][CH:40]=[CH:39][CH:38]=3)[CH2:24][CH2:23]2)=[O:17])=[CH:14][CH:13]=1)=[O:11].[O-]S([O-])(=O)=O.[Na+].[Na+].CC(O)=O. (2) Given the product [F:1][C:2]1[CH:7]=[CH:6][C:5]([CH:8]([N:16]2[CH2:21][CH2:20][N:19]([CH3:22])[CH2:18][CH2:17]2)[CH2:9][N:10]2[CH2:15][CH2:14][N:13]([CH2:43][CH2:42][CH2:41][CH2:40][C:37]3[C:36]4[CH:45]=[CH:46][C:33]([F:32])=[CH:34][C:35]=4[O:39][N:38]=3)[CH2:12][CH2:11]2)=[CH:4][CH:3]=1, predict the reactants needed to synthesize it. The reactants are: [F:1][C:2]1[CH:7]=[CH:6][C:5]([CH:8]([N:16]2[CH2:21][CH2:20][N:19]([CH3:22])[CH2:18][CH2:17]2)[CH2:9][N:10]2[CH2:15][CH2:14][NH:13][CH2:12][CH2:11]2)=[CH:4][CH:3]=1.C(N(C(C)C)C(C)C)C.[F:32][C:33]1[CH:46]=[CH:45][C:36]2[C:37]([CH2:40][CH2:41][CH2:42][CH2:43]Cl)=[N:38][O:39][C:35]=2[CH:34]=1. (3) Given the product [F:1][C:2]1[C:3]([NH:10][CH2:11][C:12]2[CH:17]=[C:16]([C:18]3[CH:23]=[CH:22][CH:21]=[C:20]([F:24])[CH:19]=3)[CH:15]=[C:14]([CH3:25])[C:13]=2[O:26][CH3:27])=[C:4]([F:9])[CH:5]=[CH:6][C:7]=1[OH:8], predict the reactants needed to synthesize it. The reactants are: [F:1][C:2]1[C:7]([OH:8])=[CH:6][CH:5]=[C:4]([F:9])[C:3]=1[NH:10][C:11](=O)[C:12]1[CH:17]=[C:16]([C:18]2[CH:23]=[CH:22][CH:21]=[C:20]([F:24])[CH:19]=2)[CH:15]=[C:14]([CH3:25])[C:13]=1[O:26][CH3:27].